Task: Predict the reactants needed to synthesize the given product.. Dataset: Full USPTO retrosynthesis dataset with 1.9M reactions from patents (1976-2016) (1) Given the product [CH2:1]([N:4]([CH2:5][CH2:6][O:7][C:8]1[CH:17]=[CH:16][CH:15]=[C:14]2[C:9]=1[C:10]([NH:18][C:19]1[CH:24]=[CH:23][C:22]([O:25][CH2:26][C:27]3[CH:32]=[CH:31][CH:30]=[CH:29][N:28]=3)=[C:21]([Cl:33])[CH:20]=1)=[N:11][CH:12]=[N:13]2)[C:34](=[O:36])[CH3:35])[CH:2]=[CH2:3], predict the reactants needed to synthesize it. The reactants are: [CH2:1]([NH:4][CH2:5][CH2:6][O:7][C:8]1[CH:17]=[CH:16][CH:15]=[C:14]2[C:9]=1[C:10]([NH:18][C:19]1[CH:24]=[CH:23][C:22]([O:25][CH2:26][C:27]3[CH:32]=[CH:31][CH:30]=[CH:29][N:28]=3)=[C:21]([Cl:33])[CH:20]=1)=[N:11][CH:12]=[N:13]2)[CH:2]=[CH2:3].[C:34](Cl)(=[O:36])[CH3:35]. (2) Given the product [Cl:34][C:35]1[CH:40]=[CH:39][C:38]([O:23][C:11]2[CH:12]=[C:13]3[C:8](=[CH:9][CH:10]=2)[N:7]([C:24]2[CH:29]=[CH:28][C:27]([O:30][CH:31]([CH3:33])[CH3:32])=[CH:26][CH:25]=2)[C:6]([C:4]([OH:3])=[O:5])=[C:14]3[NH:15][CH2:16][C:17](=[O:22])[C:18]([CH3:19])([CH3:21])[CH3:20])=[CH:37][C:36]=1[O:44][C:45]([F:46])([F:48])[F:47], predict the reactants needed to synthesize it. The reactants are: C([O:3][C:4]([C:6]1[N:7]([C:24]2[CH:29]=[CH:28][C:27]([O:30][CH:31]([CH3:33])[CH3:32])=[CH:26][CH:25]=2)[C:8]2[C:13]([C:14]=1[NH:15][CH2:16][C:17](=[O:22])[C:18]([CH3:21])([CH3:20])[CH3:19])=[CH:12][C:11]([OH:23])=[CH:10][CH:9]=2)=[O:5])C.[Cl:34][C:35]1[CH:40]=[CH:39][C:38](B(O)O)=[CH:37][C:36]=1[O:44][C:45]([F:48])([F:47])[F:46]. (3) Given the product [Cl:30][C:17]1[C:18]([C:25]([O:27][CH2:28][CH3:29])=[O:26])=[C:19]2[CH:24]=[CH:23][CH:22]=[N:21][N:20]2[C:16]=1[CH:14]([CH:11]1[CH2:12][CH2:13][NH:8][CH2:9][CH2:10]1)[CH3:15], predict the reactants needed to synthesize it. The reactants are: C(OC([N:8]1[CH2:13][CH2:12][CH:11]([CH:14]([C:16]2[N:20]3[N:21]=[CH:22][CH:23]=[CH:24][C:19]3=[C:18]([C:25]([O:27][CH2:28][CH3:29])=[O:26])[C:17]=2[Cl:30])[CH3:15])[CH2:10][CH2:9]1)=O)(C)(C)C. (4) Given the product [F:25][C:2]([F:1])([F:24])[CH2:3][O:4][CH2:5][C:6]1[N:7]=[C:8]([C:14]2[CH:15]=[CH:16][C:17]([C:20]([F:21])([F:22])[F:23])=[CH:18][CH:19]=2)[O:9][C:10]=1[CH2:11][OH:12], predict the reactants needed to synthesize it. The reactants are: [F:1][C:2]([F:25])([F:24])[CH2:3][O:4][CH2:5][C:6]1[N:7]=[C:8]([C:14]2[CH:19]=[CH:18][C:17]([C:20]([F:23])([F:22])[F:21])=[CH:16][CH:15]=2)[O:9][C:10]=1[C:11](O)=[O:12].C(OCC)(=O)C. (5) Given the product [F:1][C:2]1[CH:11]=[CH:10][CH:9]=[C:8]2[C:3]=1[CH:4]=[C:5]([C:24]1[CH:29]=[CH:28][CH:27]=[CH:26][C:25]=1[S:35]([CH3:39])(=[O:37])=[O:34])[C:6]([CH2:12][N:13]1[C:14](=[O:23])[C:15]3[C:20](=[CH:19][CH:18]=[CH:17][CH:16]=3)[C:21]1=[O:22])=[N:7]2, predict the reactants needed to synthesize it. The reactants are: [F:1][C:2]1[CH:11]=[CH:10][CH:9]=[C:8]2[C:3]=1[CH:4]=[C:5]([C:24]1[CH:29]=[CH:28][CH:27]=[CH:26][C:25]=1SC)[C:6]([CH2:12][N:13]1[C:21](=[O:22])[C:20]3[C:15](=[CH:16][CH:17]=[CH:18][CH:19]=3)[C:14]1=[O:23])=[N:7]2.O.O[O:34][S:35]([O-:37])=O.[K+].[CH2:39](Cl)Cl. (6) Given the product [CH3:1][O:2][C:3]1[CH:22]=[CH:21][C:6]([CH2:7][O:8][C:9]2[CH:10]=[C:11]([CH:15]=[C:16]([N+:18]([O-:20])=[O:19])[CH:17]=2)[C:12]([C:34]2[CH:35]=[C:30]([CH:31]=[CH:32][CH:33]=2)[C:28]#[N:29])=[O:13])=[CH:5][CH:4]=1, predict the reactants needed to synthesize it. The reactants are: [CH3:1][O:2][C:3]1[CH:22]=[CH:21][C:6]([CH2:7][O:8][C:9]2[CH:10]=[C:11]([CH:15]=[C:16]([N+:18]([O-:20])=[O:19])[CH:17]=2)[C:12](Cl)=[O:13])=[CH:5][CH:4]=1.C(Cl)(Cl)Cl.[I-].[C:28]([C:30]1[CH:31]=[C:32]([Zn+])[CH:33]=[CH:34][CH:35]=1)#[N:29].O. (7) Given the product [ClH:1].[Cl:1][C:2]1[CH:7]=[CH:6][CH:5]=[C:4]([CH3:8])[C:3]=1/[CH:9]=[CH:10]/[CH:11]1[CH2:12][CH2:13][NH:14][CH2:15][CH2:16]1, predict the reactants needed to synthesize it. The reactants are: [Cl:1][C:2]1[CH:7]=[CH:6][CH:5]=[C:4]([CH3:8])[C:3]=1/[CH:9]=[CH:10]/[CH:11]1[CH2:16][CH2:15][N:14](C(OC(C)(C)C)=O)[CH2:13][CH2:12]1. (8) Given the product [CH2:6]([C:8]1[CH:13]=[C:12]([C:14]2[N:18]=[C:17]([C:19]3[CH:20]=[N:21][C:22]([N:26]([CH:28]([CH3:29])[CH3:30])[CH3:27])=[C:23]([CH3:25])[CH:24]=3)[O:16][N:15]=2)[CH:11]=[C:10]([CH3:31])[C:9]=1[CH2:32][CH2:33][C:34]([NH:1][CH2:2][C:3]([OH:5])=[O:4])=[O:35])[CH3:7], predict the reactants needed to synthesize it. The reactants are: [NH2:1][CH2:2][C:3]([OH:5])=[O:4].[CH2:6]([C:8]1[CH:13]=[C:12]([C:14]2[N:18]=[C:17]([C:19]3[CH:20]=[N:21][C:22]([N:26]([CH:28]([CH3:30])[CH3:29])[CH3:27])=[C:23]([CH3:25])[CH:24]=3)[O:16][N:15]=2)[CH:11]=[C:10]([CH3:31])[C:9]=1[CH2:32][CH2:33][C:34](O)=[O:35])[CH3:7].